Dataset: Forward reaction prediction with 1.9M reactions from USPTO patents (1976-2016). Task: Predict the product of the given reaction. (1) Given the reactants Cl.[NH2:2][C@@H:3]1[CH2:7][N:6]([C:8]2[CH:13]=[CH:12][C:11]([O:14][CH2:15][C:16]3[CH:21]=[CH:20][CH:19]=[C:18]([F:22])[CH:17]=3)=[CH:10][CH:9]=2)[C:5](=[O:23])[CH2:4]1.C(N(C(C)C)C(C)C)C.[F:33][CH:34]([F:38])[C:35](O)=[O:36].N1(OC(N(C)C)=[N+](C)C)C2C=CC=CC=2N=N1.F[B-](F)(F)F, predict the reaction product. The product is: [F:33][CH:34]([F:38])[C:35]([NH:2][C@H:3]1[CH2:4][C:5](=[O:23])[N:6]([C:8]2[CH:9]=[CH:10][C:11]([O:14][CH2:15][C:16]3[CH:21]=[CH:20][CH:19]=[C:18]([F:22])[CH:17]=3)=[CH:12][CH:13]=2)[CH2:7]1)=[O:36]. (2) Given the reactants [NH2:1][C:2]1[N:6]([C:7]2[CH:8]=[CH:9][C:10]([O:15][CH3:16])=[C:11]([CH:14]=2)[C:12]#[N:13])[N:5]=[C:4]([NH:17][C:18]2[CH:23]=[CH:22][CH:21]=[CH:20][CH:19]=2)[N:3]=1.C([O-])([O-])=[O:25].[K+].[K+].OO.C([O-])([O-])=O.[Na+].[Na+], predict the reaction product. The product is: [NH2:1][C:2]1[N:6]([C:7]2[CH:8]=[CH:9][C:10]([O:15][CH3:16])=[C:11]([CH:14]=2)[C:12]([NH2:13])=[O:25])[N:5]=[C:4]([NH:17][C:18]2[CH:19]=[CH:20][CH:21]=[CH:22][CH:23]=2)[N:3]=1. (3) Given the reactants [CH2:1]=[CH:2][CH2:3][CH2:4][CH2:5][CH2:6]CC.C=CCCCC.CCCC(C)C.F[C:22]1[C:31](F)=C(F)C2[C:24](=[C:25](F)[C:26](F)=[C:27](F)[C:28]=2F)[C:23]=1[B-]([C:23]1[C:22]2[C:27](=[C:28](F)C(F)=C(F)[C:31]=2F)[C:26](F)=[C:25](F)[C:24]=1F)([C:23]1[C:22]2[C:27](=[C:28](F)C(F)=C(F)[C:31]=2F)[C:26](F)=[C:25](F)[C:24]=1F)[C:23]1[C:22]2[C:27](=[C:28](F)C(F)=C(F)[C:31]=2F)[C:26](F)=[C:25](F)[C:24]=1F.C[NH+](C)C1C=CC=CC=1, predict the reaction product. The product is: [CH2:1]=[CH:2][CH2:3][CH2:4][CH2:5][CH3:6].[CH2:31]=[CH:22][CH2:23][CH2:24][CH2:25][CH2:26][CH2:27][CH3:28].